Dataset: Peptide-MHC class I binding affinity with 185,985 pairs from IEDB/IMGT. Task: Regression. Given a peptide amino acid sequence and an MHC pseudo amino acid sequence, predict their binding affinity value. This is MHC class I binding data. (1) The peptide sequence is MMWEINGPK. The MHC is HLA-A68:02 with pseudo-sequence HLA-A68:02. The binding affinity (normalized) is 0.0847. (2) The peptide sequence is QWRRDNRRGL. The MHC is Mamu-B08 with pseudo-sequence Mamu-B08. The binding affinity (normalized) is 0.372. (3) The peptide sequence is SLNITTLRAV. The MHC is HLA-A26:01 with pseudo-sequence HLA-A26:01. The binding affinity (normalized) is 0. (4) The MHC is Mamu-B03 with pseudo-sequence Mamu-B03. The binding affinity (normalized) is 0.0589. The peptide sequence is KQRGGKPP. (5) The peptide sequence is DMIVDAIPY. The MHC is HLA-A01:01 with pseudo-sequence HLA-A01:01. The binding affinity (normalized) is 0. (6) The peptide sequence is SLVENNFFTK. The MHC is HLA-A11:01 with pseudo-sequence HLA-A11:01. The binding affinity (normalized) is 0.790.